From a dataset of Peptide-MHC class II binding affinity with 134,281 pairs from IEDB. Regression. Given a peptide amino acid sequence and an MHC pseudo amino acid sequence, predict their binding affinity value. This is MHC class II binding data. (1) The peptide sequence is YKAAVDLSHFLKEKG. The MHC is DRB1_0701 with pseudo-sequence DRB1_0701. The binding affinity (normalized) is 0.111. (2) The peptide sequence is LHYTVDKSKPKVY. The MHC is DRB3_0101 with pseudo-sequence DRB3_0101. The binding affinity (normalized) is 0.